The task is: Predict the reactants needed to synthesize the given product.. This data is from Full USPTO retrosynthesis dataset with 1.9M reactions from patents (1976-2016). (1) Given the product [O:17]=[C:6]1[NH:7][C:8]2[CH:13]=[CH:12][CH:11]=[C:10]([C:14]([O:16][CH3:21])=[O:15])[C:9]=2[N:5]1[CH2:4][CH:3]=[O:2], predict the reactants needed to synthesize it. The reactants are: C[O:2][CH:3](OC)[CH2:4][N:5]1[C:9]2[C:10]([C:14]([O-:16])=[O:15])=[CH:11][CH:12]=[CH:13][C:8]=2[NH:7][C:6]1=[O:17].O.[C:21](O)(C(F)(F)F)=O. (2) Given the product [CH3:10][O:11][CH2:12][CH2:13][O:14][C:15]1[CH:20]=[C:19]2[C:21]([NH:25][C:26]3[CH:27]=[CH:28][CH:29]=[C:30]([C:32]#[CH:33])[CH:31]=3)=[N:22][CH:23]=[N:24][C:18]2=[CH:17][C:16]=1[O:34][CH2:35][CH2:36][O:37][CH3:38].[ClH:39], predict the reactants needed to synthesize it. The reactants are: C1(C)C=CC=CC=1.CO.[CH3:10][O:11][CH2:12][CH2:13][O:14][C:15]1[CH:20]=[C:19]2[C:21]([NH:25][C:26]3[CH:31]=[C:30]([C:32]#[CH:33])[CH:29]=[CH:28][CH:27]=3)=[N:22][CH:23]=[N:24][C:18]2=[CH:17][C:16]=1[O:34][CH2:35][CH2:36][O:37][CH3:38].[ClH:39].